From a dataset of Catalyst prediction with 721,799 reactions and 888 catalyst types from USPTO. Predict which catalyst facilitates the given reaction. (1) Reactant: [OH-].[Na+].[CH3:3][N:4]1[C:8]([C:9]([O:11]C)=[O:10])=[C:7]([C:13]2[CH:18]=[CH:17][C:16]([CH3:19])=[CH:15][N:14]=2)[CH:6]=[N:5]1.Cl. Product: [CH3:3][N:4]1[C:8]([C:9]([OH:11])=[O:10])=[C:7]([C:13]2[CH:18]=[CH:17][C:16]([CH3:19])=[CH:15][N:14]=2)[CH:6]=[N:5]1. The catalyst class is: 5. (2) Reactant: [F:1][CH:2]([F:21])[N:3]1[C:7]([C:8]2[CH:9]=[C:10]3[N:19]([CH3:20])[CH:18]=[CH:17][C:11]3=[N:12][C:13]=2[C@@H:14]([NH2:16])[CH3:15])=[CH:6][CH:5]=[N:4]1.[NH2:22][C:23]1[N:28]=[C:27](Cl)[C:26]([C:30]#[N:31])=[C:25](C)[N:24]=1.C([N:35](C(C)C)C(C)C)C. Product: [NH2:22][C:23]1[N:28]=[C:27]([NH2:35])[C:26]([C:30]#[N:31])=[C:25]([NH:16][C@H:14]([C:13]2[N:12]=[C:11]3[CH:17]=[CH:18][N:19]([CH3:20])[C:10]3=[CH:9][C:8]=2[C:7]2[N:3]([CH:2]([F:1])[F:21])[N:4]=[CH:5][CH:6]=2)[CH3:15])[N:24]=1. The catalyst class is: 10. (3) Reactant: [CH3:1][N:2]1[C:6]([NH2:7])=[CH:5][C:4]([C:8]2[CH:13]=[CH:12][CH:11]=[CH:10][CH:9]=2)=[N:3]1.C([O:16][C:17](=O)[CH2:18][C:19](=O)[C:20]([F:23])([F:22])[F:21])C. Product: [CH3:1][N:2]1[C:6]2[NH:7][C:17](=[O:16])[CH:18]=[C:19]([C:20]([F:23])([F:22])[F:21])[C:5]=2[C:4]([C:8]2[CH:9]=[CH:10][CH:11]=[CH:12][CH:13]=2)=[N:3]1. The catalyst class is: 15.